Dataset: Full USPTO retrosynthesis dataset with 1.9M reactions from patents (1976-2016). Task: Predict the reactants needed to synthesize the given product. (1) Given the product [CH3:1][C:2]1[N:6]2[CH:7]=[CH:8][CH:9]=[C:10]([CH3:11])[C:5]2=[N:4][C:3]=1[CH2:12][C@@H:13]1[CH2:18][CH2:17][CH2:16][CH2:15][NH:14]1, predict the reactants needed to synthesize it. The reactants are: [CH3:1][C:2]1[N:6]2[CH:7]=[CH:8][CH:9]=[C:10]([CH3:11])[C:5]2=[N:4][C:3]=1[CH2:12][C@@H:13]1[CH2:18][CH2:17][CH2:16][CH2:15][N:14]1C(OC(C)(C)C)=O.C(O)(C(F)(F)F)=O. (2) Given the product [CH2:18]([O:19][C:26]([N:8]1[CH2:9][CH:10]([CH3:11])[C:4]2[CH:3]=[C:2]([Br:1])[S:12][C:5]=2[CH2:6][CH2:7]1)=[O:27])[CH3:17], predict the reactants needed to synthesize it. The reactants are: [Br:1][C:2]1[S:12][C:5]2[CH2:6][CH2:7][NH:8][CH2:9][CH:10]([CH3:11])[C:4]=2[CH:3]=1.BrN1[C:18](=[O:19])[CH2:17]CC1=O.C(Cl)(Cl)Cl.C[C:26](O)=[O:27]. (3) Given the product [CH3:23][C:6]1[CH:5]=[C:4]([C:24]2[CH:25]=[CH:26][CH:27]=[CH:28][CH:29]=2)[CH:3]=[C:2]([CH3:1])[C:7]=1[CH:8]1[C:9](=[O:22])[C:10](=[CH:15][CH:16]2[CH2:20][CH2:19][O:18][CH2:17]2)[CH2:11][C:12]1=[O:13], predict the reactants needed to synthesize it. The reactants are: [CH3:1][C:2]1[CH:3]=[C:4]([C:24]2[CH:29]=[CH:28][CH:27]=[CH:26][CH:25]=2)[CH:5]=[C:6]([CH3:23])[C:7]=1[C:8]1[C:9](=[O:22])[CH:10]([CH:15](O)[CH:16]2[CH2:20][CH2:19][O:18][CH2:17]2)[CH2:11][C:12]=1[O:13]C.Cl. (4) Given the product [CH3:21][N:4]([CH2:3][C:2]([F:1])([F:17])[F:18])[C:5]([C:7]1[CH:16]=[CH:15][C:10]([C:11]([O:13][CH3:14])=[O:12])=[CH:9][N:8]=1)=[O:6], predict the reactants needed to synthesize it. The reactants are: [F:1][C:2]([F:18])([F:17])[CH2:3][NH:4][C:5]([C:7]1[CH:16]=[CH:15][C:10]([C:11]([O:13][CH3:14])=[O:12])=[CH:9][N:8]=1)=[O:6].[H-].[Na+].[CH3:21]I. (5) Given the product [CH3:20][O:21][CH2:22][C:23]1[CH:28]=[C:27]([C:16]2[CH:15]=[CH:14][C:13]([O:12][CH2:11][C:8]3[S:9][CH:10]=[C:6]([C:4]([OH:3])=[O:5])[N:7]=3)=[CH:18][CH:17]=2)[CH:26]=[CH:25][CH:24]=1, predict the reactants needed to synthesize it. The reactants are: C([O:3][C:4]([C:6]1[N:7]=[C:8]([CH2:11][O:12][C:13]2[CH:18]=[CH:17][C:16](I)=[CH:15][CH:14]=2)[S:9][CH:10]=1)=[O:5])C.[CH3:20][O:21][CH2:22][C:23]1[CH:24]=[C:25](B(O)O)[CH:26]=[CH:27][CH:28]=1. (6) Given the product [NH2:50][S:49]([C:46]1[CH:45]=[CH:44][C:43]([CH2:42][S:39]([NH:38][CH2:37][CH2:36][C:15]2[N:14]([CH:1]([C:2]3[CH:7]=[CH:6][CH:5]=[CH:4][CH:3]=3)[C:8]3[CH:9]=[CH:10][CH:11]=[CH:12][CH:13]=3)[C:22]3[C:17]([C:16]=2[CH2:24][CH2:25][O:26][C:27]2[CH:28]=[CH:29][C:30]([C:31]([OH:33])=[O:32])=[CH:34][CH:35]=2)=[CH:18][C:19]([Cl:23])=[CH:20][CH:21]=3)(=[O:41])=[O:40])=[CH:48][CH:47]=1)(=[O:52])=[O:51], predict the reactants needed to synthesize it. The reactants are: [CH:1]([N:14]1[C:22]2[C:17](=[CH:18][C:19]([Cl:23])=[CH:20][CH:21]=2)[C:16]([CH2:24][CH2:25][O:26][C:27]2[CH:35]=[CH:34][C:30]([C:31]([OH:33])=[O:32])=[CH:29][CH:28]=2)=[C:15]1[CH2:36][CH2:37][NH:38][S:39]([CH2:42][C:43]1[CH:48]=[CH:47][CH:46]=[CH:45][CH:44]=1)(=[O:41])=[O:40])([C:8]1[CH:13]=[CH:12][CH:11]=[CH:10][CH:9]=1)[C:2]1[CH:7]=[CH:6][CH:5]=[CH:4][CH:3]=1.[S:49](C1C=CC(CS(Cl)(=O)=O)=CC=1)(=[O:52])(=[O:51])[NH2:50]. (7) Given the product [OH:26][CH:27]([N:29]1[CH:33]=[C:32]([C:34]2[CH:35]=[CH:36][CH:37]=[CH:38][CH:39]=2)[C:31]([C:40]([N:42]2[CH2:47][CH2:46][N:45]([C:48]3[CH:49]=[C:50]([CH:53]=[CH:54][CH:55]=3)[C:51]#[N:52])[CH2:44][CH2:43]2)=[O:41])=[CH:30]1)[CH3:28], predict the reactants needed to synthesize it. The reactants are: CCCC[N+](CCCC)(CCCC)CCCC.[F-].[Si]([O:26][CH:27]([N:29]1[CH:33]=[C:32]([C:34]2[CH:39]=[CH:38][CH:37]=[CH:36][CH:35]=2)[C:31]([C:40]([N:42]2[CH2:47][CH2:46][N:45]([C:48]3[CH:49]=[C:50]([CH:53]=[CH:54][CH:55]=3)[C:51]#[N:52])[CH2:44][CH2:43]2)=[O:41])=[CH:30]1)[CH3:28])(C(C)(C)C)(C)C.C(OCC)(=O)C.